This data is from Blood-brain barrier permeability classification from the B3DB database. The task is: Regression/Classification. Given a drug SMILES string, predict its absorption, distribution, metabolism, or excretion properties. Task type varies by dataset: regression for continuous measurements (e.g., permeability, clearance, half-life) or binary classification for categorical outcomes (e.g., BBB penetration, CYP inhibition). Dataset: b3db_classification. (1) The molecule is CC(=O)OCC(=O)C1(OC(C)=O)CCC2C3CC(F)C4=CC(=O)C(Br)=CC4(C)C3(F)C(O)CC21C. The result is 1 (penetrates BBB). (2) The drug is CN1C[C@@H](CN2CC(=O)NC(=O)C2)C=C2c3cccc4[nH]cc(c34)C[C@H]21. The result is 1 (penetrates BBB). (3) The drug is CN1C(=O)C[C@](C)(c2ccccc2)C1=O. The result is 1 (penetrates BBB).